Predict the product of the given reaction. From a dataset of Forward reaction prediction with 1.9M reactions from USPTO patents (1976-2016). Given the reactants CC1[CH:7]=[CH:6][CH:5]=[C:4](C)[C:3]=1[CH:9]=[CH:10][C:11]1[C:12]2[N:13]([C:17]([CH3:21])=[C:18]([CH3:20])[N:19]=2)[CH:14]=[CH:15][CH:16]=1.[CH2:22]([OH:24])[CH3:23].[H][H].[CH3:27]O, predict the reaction product. The product is: [CH3:27][C:9]1[CH:3]=[C:4]([O:24][CH2:22][CH3:23])[CH:5]=[C:6]([CH3:7])[C:10]=1[C:11]1[C:12]2[N:13]([C:17]([CH3:21])=[C:18]([CH3:20])[N:19]=2)[CH:14]=[CH:15][CH:16]=1.